This data is from Forward reaction prediction with 1.9M reactions from USPTO patents (1976-2016). The task is: Predict the product of the given reaction. (1) Given the reactants [CH2:1]([C:3]1[CH:8]=[C:7]([CH3:9])[CH:6]=[C:5]([CH2:10][CH3:11])[C:4]=1[C:12](=[O:18])[C:13](OCC)=[O:14])[CH3:2].C1(C)C=CC=CC=1.O.[NH2:27][NH2:28], predict the reaction product. The product is: [CH2:1]([C:3]1[CH:8]=[C:7]([CH3:9])[CH:6]=[C:5]([CH2:10][CH3:11])[C:4]=1[C:12](=[O:18])[C:13]([NH:27][NH2:28])=[O:14])[CH3:2]. (2) Given the reactants Br[C:2]1[CH:7]=[CH:6][C:5]([C:8]2[CH2:13][CH2:12][N:11]([CH2:14][C:15]3[CH:20]=[CH:19][CH:18]=[CH:17][CH:16]=3)[CH2:10][CH:9]=2)=[CH:4][CH:3]=1.[Li]CCCC.[C:26](=O)([O:30]CC)[O:27][CH2:28][CH3:29], predict the reaction product. The product is: [CH2:14]([N:11]1[CH2:12][CH2:13][C:8]([C:5]2[CH:6]=[CH:7][C:2]([C:26]([O:27][CH2:28][CH3:29])=[O:30])=[CH:3][CH:4]=2)=[CH:9][CH2:10]1)[C:15]1[CH:20]=[CH:19][CH:18]=[CH:17][CH:16]=1. (3) Given the reactants [C:1]([C:4]1[CH:5]=[CH:6][C:7]2[C:16]3[C:11](=[CH:12][C:13]([O:17][CH3:18])=[CH:14][CH:15]=3)[O:10][C:9](=[O:19])[C:8]=2[CH:20]=1)(=[O:3])[CH3:2].[CH2:21](O)[CH2:22][OH:23].C1(C)C=CC(S(O)(=O)=O)=CC=1, predict the reaction product. The product is: [CH3:18][O:17][C:13]1[CH:12]=[C:11]2[C:16]([C:7]3[CH:6]=[CH:5][C:4]([C:1]4([CH3:2])[O:23][CH2:22][CH2:21][O:3]4)=[CH:20][C:8]=3[C:9](=[O:19])[O:10]2)=[CH:15][CH:14]=1.